Task: Predict the reaction yield, written as a fraction of the theoretical maximum amount of product (1.0 means a 100% yield; for example, 0.34 means a 34% yield).. Dataset: Reaction yield outcomes from USPTO patents with 853,638 reactions (1) The catalyst is C(OCC)(=O)C.[Pd]. The yield is 0.940. The product is [CH2:1]([O:8][C:9](=[O:20])[NH:10][C@H:11]1[CH2:15][C:14](=[O:16])[O:13][C@H:12]1[O:17][CH2:18][CH3:19])[C:2]1[CH:7]=[CH:6][CH:5]=[CH:4][CH:3]=1. The reactants are [CH2:1]([O:8][C:9](=[O:20])[NH:10][C@H:11]1[CH2:15][C:14](=[O:16])[O:13][C@@H:12]1[O:17][CH2:18][CH3:19])[C:2]1[CH:7]=[CH:6][CH:5]=[CH:4][CH:3]=1. (2) The reactants are [N:1]1([CH2:7][C:8]2[CH:9]=[C:10]([NH2:15])[C:11]([NH2:14])=[CH:12][CH:13]=2)[CH2:6][CH2:5][O:4][CH2:3][CH2:2]1.[CH3:16][O:17][C:18]1[CH:35]=[CH:34][C:21]([CH2:22][N:23]2[CH:27]=[C:26]([N+:28]([O-:30])=[O:29])[C:25]([C:31](O)=O)=[N:24]2)=[CH:20][CH:19]=1.C(Cl)CCl.C1C=CC2N(O)N=NC=2C=1. The catalyst is CN(C=O)C. The product is [CH3:16][O:17][C:18]1[CH:19]=[CH:20][C:21]([CH2:22][N:23]2[CH:27]=[C:26]([N+:28]([O-:30])=[O:29])[C:25]([C:31]3[NH:14][C:11]4[CH:12]=[CH:13][C:8]([CH2:7][N:1]5[CH2:6][CH2:5][O:4][CH2:3][CH2:2]5)=[CH:9][C:10]=4[N:15]=3)=[N:24]2)=[CH:34][CH:35]=1. The yield is 0.370.